From a dataset of Full USPTO retrosynthesis dataset with 1.9M reactions from patents (1976-2016). Predict the reactants needed to synthesize the given product. (1) The reactants are: Br[C:2]1[CH:3]=[C:4]([CH:7]=[CH:8][CH:9]=1)[NH:5][CH3:6].C([O-])(=O)C.[K+].[CH3:15][C:16]1([CH3:32])[C:20]([CH3:22])([CH3:21])[O:19][B:18]([B:18]2[O:19][C:20]([CH3:22])([CH3:21])[C:16]([CH3:32])([CH3:15])[O:17]2)[O:17]1. Given the product [CH3:6][NH:5][C:4]1[CH:7]=[CH:8][CH:9]=[C:2]([B:18]2[O:19][C:20]([CH3:22])([CH3:21])[C:16]([CH3:32])([CH3:15])[O:17]2)[CH:3]=1, predict the reactants needed to synthesize it. (2) Given the product [F:1][C:2]1[CH:3]=[CH:4][C:5]([C:8]2[CH:22]=[CH:21][C:11]3[N:12]=[C:13]([CH2:15][C:16]([NH:33][CH2:32][C:30]4[O:31][C:27]([CH3:26])=[N:28][N:29]=4)=[O:18])[S:14][C:10]=3[CH:9]=2)=[CH:6][CH:7]=1, predict the reactants needed to synthesize it. The reactants are: [F:1][C:2]1[CH:7]=[CH:6][C:5]([C:8]2[CH:22]=[CH:21][C:11]3[N:12]=[C:13]([CH2:15][C:16]([O:18]CC)=O)[S:14][C:10]=3[CH:9]=2)=[CH:4][CH:3]=1.[OH-].[Na+].Cl.[CH3:26][C:27]1[O:31][C:30]([CH2:32][NH2:33])=[N:29][N:28]=1.C1CN([P+](ON2N=NC3C=CC=CC2=3)(N2CCCC2)N2CCCC2)CC1.F[P-](F)(F)(F)(F)F. (3) Given the product [Br:20][CH:5]([C:4](=[O:3])[CH3:19])[C:6]([NH:8][C:9]1[CH:14]=[CH:13][C:12]([C:15]([F:16])([F:17])[F:18])=[CH:11][CH:10]=1)=[O:7], predict the reactants needed to synthesize it. The reactants are: OO.[O:3]=[C:4]([CH3:19])[CH2:5][C:6]([NH:8][C:9]1[CH:14]=[CH:13][C:12]([C:15]([F:18])([F:17])[F:16])=[CH:11][CH:10]=1)=[O:7].[Br-:20].[K+].Cl. (4) Given the product [NH2:1][C:2]1[CH:11]=[CH:10][C:9]([C:12]([C:14]2[N:22]3[C:17]([C:18]([OH:23])=[CH:19][CH:20]=[CH:21]3)=[C:16]([O:31][CH3:32])[C:15]=2[CH3:33])=[O:13])=[CH:8][C:3]=1[C:4]([O:6][CH3:7])=[O:5], predict the reactants needed to synthesize it. The reactants are: [NH2:1][C:2]1[CH:11]=[CH:10][C:9]([C:12]([C:14]2[N:22]3[C:17]([C:18]([O:23]CC4C=CC=CC=4)=[CH:19][CH:20]=[CH:21]3)=[C:16]([O:31][CH3:32])[C:15]=2[CH3:33])=[O:13])=[CH:8][C:3]=1[C:4]([O:6][CH3:7])=[O:5].C([O-])=O.[NH4+].